From a dataset of Catalyst prediction with 721,799 reactions and 888 catalyst types from USPTO. Predict which catalyst facilitates the given reaction. (1) Reactant: Cl/[C:2](=[N:8]\[NH:9][CH2:10][C:11]1[CH:16]=[CH:15][CH:14]=[CH:13][C:12]=1[F:17])/[C:3]([O:5][CH2:6][CH3:7])=[O:4].C(S[C:22]1[NH:23][CH:24]=[CH:25][N:26]=1)C=C.C(N(CC)CC)C. Product: [F:17][C:12]1[CH:13]=[CH:14][CH:15]=[CH:16][C:11]=1[CH2:10][N:9]1[C:22]2=[N:26][CH:25]=[CH:24][N:23]2[C:2]([C:3]([O:5][CH2:6][CH3:7])=[O:4])=[N:8]1. The catalyst class is: 12. (2) Reactant: [CH3:1][O:2][C:3]([NH:5][C@@H:6]([CH:10]([CH3:12])[CH3:11])[C:7](O)=[O:8])=[O:4].[Cl-].[I:14][C:15]1[NH+:16]=[C:17]([C@@H:20]2[CH2:24][C@@H:23]([CH3:25])[CH2:22][NH2+:21]2)[NH:18][CH:19]=1.[Cl-].CN(C(ON1N=NC2C=CC=NC1=2)=[N+](C)C)C.F[P-](F)(F)(F)(F)F.CCN(C(C)C)C(C)C. Product: [I:14][C:15]1[N:16]=[C:17]([C@@H:20]2[CH2:24][C@@H:23]([CH3:25])[CH2:22][N:21]2[C:7](=[O:8])[C@@H:6]([NH:5][C:3](=[O:4])[O:2][CH3:1])[CH:10]([CH3:12])[CH3:11])[NH:18][CH:19]=1. The catalyst class is: 18. (3) Reactant: [CH3:1][N:2]1[C:6]([C:7]2[CH:12]=[CH:11][CH:10]=[CH:9][CH:8]=2)=[N:5][N:4]=[C:3]1[CH2:13][OH:14]. Product: [CH3:1][N:2]1[C:6]([C:7]2[CH:12]=[CH:11][CH:10]=[CH:9][CH:8]=2)=[N:5][N:4]=[C:3]1[CH:13]=[O:14]. The catalyst class is: 725. (4) Product: [OH:25][NH:24][C:17]([C:13]1[C:14]2[CH:15]=[CH:16][C:7]([NH:6][CH2:5][C:4]3[CH:19]=[CH:20][CH:21]=[CH:22][C:3]=3[O:2][CH3:1])=[N:8][C:9]=2[CH:10]=[CH:11][CH:12]=1)=[NH:18]. The catalyst class is: 88. Reactant: [CH3:1][O:2][C:3]1[CH:22]=[CH:21][CH:20]=[CH:19][C:4]=1[CH2:5][NH:6][C:7]1[CH:16]=[CH:15][C:14]2[C:13]([C:17]#[N:18])=[CH:12][CH:11]=[CH:10][C:9]=2[N:8]=1.Cl.[NH2:24][OH:25].C(=O)([O-])[O-].[Na+].[Na+]. (5) Reactant: [H-].[H-].[H-].[H-].[Li+].[Al+3].[CH2:7]([CH:9]([CH2:13][C:14]([F:17])([F:16])[F:15])[C:10](O)=[O:11])[CH3:8]. Product: [CH2:7]([CH:9]([CH2:13][C:14]([F:17])([F:16])[F:15])[CH2:10][OH:11])[CH3:8]. The catalyst class is: 28.